This data is from Reaction yield outcomes from USPTO patents with 853,638 reactions. The task is: Predict the reaction yield, written as a fraction of the theoretical maximum amount of product (1.0 means a 100% yield; for example, 0.34 means a 34% yield). The reactants are N1C=CC=CC=1.C1COCC1.[OH:12][CH2:13][C:14](=[O:16])[CH3:15].[C:17](Cl)(=[O:24])[C:18]1[CH:23]=[CH:22][CH:21]=[CH:20][CH:19]=1. The catalyst is C(OCC)(=O)C. The product is [C:17]([O:12][CH2:13][C:14](=[O:16])[CH3:15])(=[O:24])[C:18]1[CH:23]=[CH:22][CH:21]=[CH:20][CH:19]=1. The yield is 0.878.